This data is from Peptide-MHC class I binding affinity with 185,985 pairs from IEDB/IMGT. The task is: Regression. Given a peptide amino acid sequence and an MHC pseudo amino acid sequence, predict their binding affinity value. This is MHC class I binding data. (1) The peptide sequence is YLRKHIRAL. The MHC is HLA-B45:06 with pseudo-sequence HLA-B45:06. The binding affinity (normalized) is 0.213. (2) The binding affinity (normalized) is 0.528. The peptide sequence is FHARFVQAL. The MHC is BoLA-JSP.1 with pseudo-sequence BoLA-JSP.1. (3) The peptide sequence is RQLQREGLV. The MHC is BoLA-HD6 with pseudo-sequence BoLA-HD6. The binding affinity (normalized) is 1.00. (4) The peptide sequence is RDITAFEGL. The MHC is HLA-A30:01 with pseudo-sequence HLA-A30:01. The binding affinity (normalized) is 0.0847. (5) The peptide sequence is LRAEDTAVY. The MHC is HLA-A30:02 with pseudo-sequence HLA-A30:02. The binding affinity (normalized) is 0.311. (6) The peptide sequence is FPRIWLHGL. The MHC is HLA-B08:01 with pseudo-sequence HLA-B08:01. The binding affinity (normalized) is 0.915. (7) The peptide sequence is EEAIVAYTL. The MHC is H-2-Kk with pseudo-sequence H-2-Kk. The binding affinity (normalized) is 0.693. (8) The peptide sequence is QELYSPLFL. The MHC is HLA-B44:03 with pseudo-sequence HLA-B44:03. The binding affinity (normalized) is 0.500.